From a dataset of Reaction yield outcomes from USPTO patents with 853,638 reactions. Predict the reaction yield, written as a fraction of the theoretical maximum amount of product (1.0 means a 100% yield; for example, 0.34 means a 34% yield). (1) The reactants are [F:1][C:2]1[C:7]([C:8]2[CH:9]=[C:10]([C@:14]3([CH3:21])[CH2:19][CH2:18][S:17][C:16]([NH2:20])=[N:15]3)[CH:11]=[CH:12][CH:13]=2)=[CH:6][CH:5]=[CH:4][N:3]=1.[ClH:22]. The catalyst is C1COCC1.O1CCOCC1. The product is [ClH:22].[ClH:22].[F:1][C:2]1[C:7]([C:8]2[CH:9]=[C:10]([C@:14]3([CH3:21])[CH2:19][CH2:18][S:17][C:16]([NH2:20])=[N:15]3)[CH:11]=[CH:12][CH:13]=2)=[CH:6][CH:5]=[CH:4][N:3]=1. The yield is 0.870. (2) The reactants are [C:1]([O:5][C:6]([C:8]1[C:9]([CH3:44])=[C:10]2[C:14](=[CH:15][CH:16]=1)[C@@H:13]([NH:17][C:18]([C:20]1[N:25]3[N:26]=[CH:27][C:28]([C:29]([OH:31])=O)=[C:24]3[N:23]=[C:22]([C:32](=[O:43])[NH:33][CH2:34][C:35]3[CH:40]=[CH:39][C:38]([F:41])=[C:37]([F:42])[CH:36]=3)[CH:21]=1)=[O:19])[CH2:12][CH2:11]2)=[O:7])([CH3:4])([CH3:3])[CH3:2].C[N:46]([CH:48]=O)[CH3:47].[C:50](Cl)(=[O:54])C(Cl)=O.[CH2:56](Cl)Cl. No catalyst specified. The product is [C:1]([O:5][C:6]([C:8]1[C:9]([CH3:44])=[C:10]2[C:14](=[CH:15][CH:16]=1)[C@@H:13]([NH:17][C:18]([C:20]1[N:25]3[N:26]=[CH:27][C:28]([C:29]([N:46]4[CH2:47][CH2:50][O:54][CH2:56][CH2:48]4)=[O:31])=[C:24]3[N:23]=[C:22]([C:32](=[O:43])[NH:33][CH2:34][C:35]3[CH:40]=[CH:39][C:38]([F:41])=[C:37]([F:42])[CH:36]=3)[CH:21]=1)=[O:19])[CH2:12][CH2:11]2)=[O:7])([CH3:2])([CH3:4])[CH3:3]. The yield is 0.730. (3) The reactants are [F:1][C:2]1[CH:3]=[C:4]([S:9]([N:12]2[C:16]([C:17]3[C:18]([F:23])=[N:19][CH:20]=[CH:21][CH:22]=3)=[CH:15][C:14]([CH2:24][N:25](C)[C:26](=O)OC(C)(C)C)=[CH:13]2)(=[O:11])=[O:10])[CH:5]=[CH:6][C:7]=1[F:8].C(OCC)(=O)C.[ClH:40]. The catalyst is C(O)C. The product is [ClH:40].[F:1][C:2]1[CH:3]=[C:4]([S:9]([N:12]2[C:16]([C:17]3[C:18]([F:23])=[N:19][CH:20]=[CH:21][CH:22]=3)=[CH:15][C:14]([CH2:24][NH:25][CH3:26])=[CH:13]2)(=[O:11])=[O:10])[CH:5]=[CH:6][C:7]=1[F:8]. The yield is 0.520. (4) The product is [CH3:2][O:3][C:4]1[C:17]([O:18][CH3:19])=[CH:16][CH:15]=[CH:14][C:5]=1[C:6]([CH:8]1[CH2:9][CH2:10][N:11]([C:25]([O:27][C:28]([CH3:31])([CH3:30])[CH3:29])=[O:26])[CH2:12][CH2:13]1)=[O:7]. The yield is 0.900. The catalyst is O. The reactants are Cl.[CH3:2][O:3][C:4]1[C:17]([O:18][CH3:19])=[CH:16][CH:15]=[CH:14][C:5]=1[C:6]([CH:8]1[CH2:13][CH2:12][NH:11][CH2:10][CH2:9]1)=[O:7].[OH-].[Na+].C(O)C.[C:25](O[C:25]([O:27][C:28]([CH3:31])([CH3:30])[CH3:29])=[O:26])([O:27][C:28]([CH3:31])([CH3:30])[CH3:29])=[O:26]. (5) The reactants are [NH2:1][C:2]1[C:3]([CH3:13])=[C:4]([CH:9]=[C:10]([F:12])[CH:11]=1)[C:5]([O:7][CH3:8])=[O:6].[Br:14]N1C(=O)CCC1=O. The catalyst is C(#N)C. The product is [NH2:1][C:2]1[C:3]([CH3:13])=[C:4]([C:9]([Br:14])=[C:10]([F:12])[CH:11]=1)[C:5]([O:7][CH3:8])=[O:6]. The yield is 0.680. (6) The reactants are [F:1][C:2]1[C:7]([O:8][CH3:9])=[CH:6][C:5]([C:10]2[CH:15]=[CH:14][C:13]([N:16]([CH3:38])[CH2:17][CH2:18][N:19]([C:21]3[CH:22]=[CH:23][C:24]([C:27]4[CH:32]=[C:31]([O:33][CH3:34])[C:30]([F:35])=[C:29]([O:36][CH3:37])[CH:28]=4)=[N:25][CH:26]=3)[CH3:20])=[CH:12][N:11]=2)=[CH:4][C:3]=1[O:39][CH3:40].[CH3:41][S:42]([OH:45])(=[O:44])=[O:43]. The catalyst is C(Cl)(Cl)Cl. The product is [CH3:41][S:42]([OH:45])(=[O:44])=[O:43].[CH3:41][S:42]([OH:45])(=[O:44])=[O:43].[F:35][C:30]1[C:29]([O:36][CH3:37])=[CH:28][C:27]([C:24]2[CH:23]=[CH:22][C:21]([N:19]([CH3:20])[CH2:18][CH2:17][N:16]([C:13]3[CH:14]=[CH:15][C:10]([C:5]4[CH:4]=[C:3]([O:39][CH3:40])[C:2]([F:1])=[C:7]([O:8][CH3:9])[CH:6]=4)=[N:11][CH:12]=3)[CH3:38])=[CH:26][N:25]=2)=[CH:32][C:31]=1[O:33][CH3:34]. The yield is 0.900.